From a dataset of Full USPTO retrosynthesis dataset with 1.9M reactions from patents (1976-2016). Predict the reactants needed to synthesize the given product. (1) Given the product [Br:14][C:15]1[CH:20]=[C:19]([N:1]2[C:5]3=[N:6][CH:7]=[CH:8][CH:9]=[C:4]3[C:3]([C:10]([O:12][CH3:13])=[O:11])=[N:2]2)[CH:18]=[CH:17][CH:16]=1, predict the reactants needed to synthesize it. The reactants are: [NH:1]1[C:5]2=[N:6][CH:7]=[CH:8][CH:9]=[C:4]2[C:3]([C:10]([O:12][CH3:13])=[O:11])=[N:2]1.[Br:14][C:15]1[CH:16]=[C:17](B(O)O)[CH:18]=[CH:19][CH:20]=1. (2) The reactants are: [CH2:1]([O:8][C:9]([N:11]1[CH2:15][CH:14]=[CH:13][C@H:12]1[C:16]([O:18][CH2:19][C:20]1[CH:25]=[CH:24][CH:23]=[CH:22][CH:21]=1)=[O:17])=[O:10])[C:2]1[CH:7]=[CH:6][CH:5]=[CH:4][CH:3]=1.C1C=C(Cl)C=C(C(OO)=[O:34])C=1.S(C1C(C)=CC(O)=C(C(C)(C)C)C=1)C1C(C)=CC(O)=C(C(C)(C)C)C=1. Given the product [CH2:19]([O:18][C:16]([C@H:12]1[N:11]([C:9]([O:8][CH2:1][C:2]2[CH:3]=[CH:4][CH:5]=[CH:6][CH:7]=2)=[O:10])[CH2:15][C@H:14]2[C@H:13]1[O:34]2)=[O:17])[C:20]1[CH:25]=[CH:24][CH:23]=[CH:22][CH:21]=1, predict the reactants needed to synthesize it.